From a dataset of Full USPTO retrosynthesis dataset with 1.9M reactions from patents (1976-2016). Predict the reactants needed to synthesize the given product. Given the product [F:50][C:49]([F:52])([F:51])[C:47]([OH:53])=[O:48].[F:50][C:49]([F:52])([F:51])[C:47]([OH:53])=[O:48].[F:50][C:49]([F:52])([F:51])[C:47]([OH:53])=[O:48].[F:1][C:2]1[CH:7]=[CH:6][C:5]([F:8])=[CH:4][C:3]=1[C@@H:9]1[C@@H:14]([NH2:15])[CH2:13][C@@H:12]([N:23]2[CH2:30][C:29]3[C:25](=[N:26][N:27]([S:43]([CH:40]4[CH2:42][CH2:41]4)(=[O:45])=[O:44])[CH:28]=3)[CH2:24]2)[CH2:11][N:10]1[CH3:32], predict the reactants needed to synthesize it. The reactants are: [F:1][C:2]1[CH:7]=[CH:6][C:5]([F:8])=[CH:4][C:3]=1[C@@H:9]1[C@@H:14]([NH:15]C(=O)OC(C)(C)C)[CH2:13][C@@H:12]([N:23]2[CH2:30][C:29]3[CH:28]=[N:27][NH:26][C:25]=3[CH2:24]2)[C:11](=O)[N:10]1[CH3:32].C(N(CC)CC)C.[CH:40]1([S:43](Cl)(=[O:45])=[O:44])[CH2:42][CH2:41]1.[C:47]([OH:53])([C:49]([F:52])([F:51])[F:50])=[O:48].C(Cl)Cl.